This data is from Reaction yield outcomes from USPTO patents with 853,638 reactions. The task is: Predict the reaction yield, written as a fraction of the theoretical maximum amount of product (1.0 means a 100% yield; for example, 0.34 means a 34% yield). The reactants are [CH3:1][N:2]1[CH:6]=[CH:5][CH:4]=[N:3]1.C([Li])CCC.[C:12]([Si:16]([CH3:26])([CH3:25])[O:17][C@@H:18]1[CH2:24][CH2:23][C@H:22]2[C@H:20]([O:21]2)[CH2:19]1)([CH3:15])([CH3:14])[CH3:13]. The catalyst is C1COCC1. The product is [Si:16]([O:17][C@@H:18]1[CH2:24][CH2:23][C@H:22]([OH:21])[C@@H:20]([C:6]2[N:2]([CH3:1])[N:3]=[CH:4][CH:5]=2)[CH2:19]1)([C:12]([CH3:15])([CH3:14])[CH3:13])([CH3:26])[CH3:25]. The yield is 0.690.